The task is: Predict the reactants needed to synthesize the given product.. This data is from Full USPTO retrosynthesis dataset with 1.9M reactions from patents (1976-2016). (1) The reactants are: [Br:1][C:2]1[C:3]([CH2:9][NH:10][CH3:11])=[C:4]([NH2:8])[CH:5]=[CH:6][CH:7]=1.[S:12](N)(N)(=[O:14])=[O:13]. Given the product [Br:1][C:2]1[C:3]2[CH2:9][N:10]([CH3:11])[S:12](=[O:14])(=[O:13])[NH:8][C:4]=2[CH:5]=[CH:6][CH:7]=1, predict the reactants needed to synthesize it. (2) Given the product [ClH:14].[F:13][C:7]1[CH:6]=[C:5]([CH:10]=[CH:9][C:8]=1[O:11][CH3:12])[CH2:4][NH2:3], predict the reactants needed to synthesize it. The reactants are: CO[N:3]=[CH:4][C:5]1[CH:10]=[CH:9][C:8]([O:11][CH3:12])=[C:7]([F:13])[CH:6]=1.[ClH:14]. (3) Given the product [ClH:1].[NH2:30][C@@H:26]1[CH2:27][CH2:28][CH2:29][N:24]([C:6]2[N:5]([CH2:4][C:3]3[CH:38]=[CH:39][CH:40]=[CH:41][C:2]=3[Cl:1])[C:9]3[C:10](=[O:23])[N:11]([CH3:22])[C:12]4[CH:13]=[C:14]5[C:20](=[O:21])[O:19][CH2:18][C:15]5=[CH:16][C:17]=4[C:8]=3[N:7]=2)[CH2:25]1, predict the reactants needed to synthesize it. The reactants are: [Cl:1][C:2]1[CH:41]=[CH:40][CH:39]=[CH:38][C:3]=1[CH2:4][N:5]1[C:9]2[C:10](=[O:23])[N:11]([CH3:22])[C:12]3[CH:13]=[C:14]4[C:20](=[O:21])[O:19][CH2:18][C:15]4=[CH:16][C:17]=3[C:8]=2[N:7]=[C:6]1[N:24]1[CH2:29][CH2:28][CH2:27][C@@H:26]([NH:30]C(=O)OC(C)(C)C)[CH2:25]1.Cl.O1CCOCC1. (4) Given the product [OH:42][C:23]1[C:24]2[CH:25]=[CH:26][CH:27]=[C:18]([S:15]([N:12]3[CH2:13][CH2:14][C@@H:10]([NH:8][CH3:9])[CH2:11]3)(=[O:17])=[O:16])[C:19]=2[C:20]([F:29])=[CH:21][N:22]=1.[ClH:28], predict the reactants needed to synthesize it. The reactants are: C(OC([N:8]([C@@H:10]1[CH2:14][CH2:13][N:12]([S:15]([C:18]2[C:19]3[C:20]([F:29])=[CH:21][N:22]=[C:23]([Cl:28])[C:24]=3[CH:25]=[CH:26][CH:27]=2)(=[O:17])=[O:16])[CH2:11]1)[CH3:9])=O)(C)(C)C.ClC1C2C=CC=C(S(Cl)(=O)=[O:42])C=2C(F)=CN=1.C(OC(N([C@@H]1CCNC1)C)=O)(C)(C)C.ClC1C2C=CC=C(S(Cl)(=O)=O)C=2C(Br)=CN=1.C(OC(N([C@H]1CCNC1)C)=O)(C)(C)C. (5) Given the product [CH3:1][O:2][C:3]1[N:4]=[N+:5]([O-:13])[C:6]([CH3:12])=[CH:7][C:8]=1[O:15][CH3:14], predict the reactants needed to synthesize it. The reactants are: [CH3:1][O:2][C:3]1[N:4]=[N+:5]([O-:13])[C:6]([CH3:12])=[CH:7][C:8]=1[N+]([O-])=O.[CH3:14][O-:15].[Na+]. (6) Given the product [CH2:11]([C:9]1[S:8][C:6]2[N:7]=[C:2]([NH:37][CH2:36][CH2:35][CH2:34][C:28]3[CH:33]=[CH:32][CH:31]=[CH:30][CH:29]=3)[N:3]=[C:4]([N:13]3[CH2:18][CH2:17][N:16]([C:19](=[O:27])[CH2:20][C:21]4[CH:26]=[CH:25][CH:24]=[CH:23][CH:22]=4)[CH2:15][CH2:14]3)[C:5]=2[CH:10]=1)[CH3:12], predict the reactants needed to synthesize it. The reactants are: Cl[C:2]1[N:3]=[C:4]([N:13]2[CH2:18][CH2:17][N:16]([C:19](=[O:27])[CH2:20][C:21]3[CH:26]=[CH:25][CH:24]=[CH:23][CH:22]=3)[CH2:15][CH2:14]2)[C:5]2[CH:10]=[C:9]([CH2:11][CH3:12])[S:8][C:6]=2[N:7]=1.[C:28]1([CH2:34][CH2:35][CH2:36][NH2:37])[CH:33]=[CH:32][CH:31]=[CH:30][CH:29]=1. (7) Given the product [F:46][C:47]1[CH:48]=[C:49]([CH:93]=[CH:94][CH:95]=1)[CH2:50][N:51]1[C:55]([CH3:56])=[C:54]([C:57]2[C:65]3[C:60](=[N:61][CH:62]=[C:63]([C:66]4[CH:67]=[CH:68][C:69]([N:72]5[CH2:77][CH2:76][N:75]([CH2:78][C@@H:79]([OH:81])[CH3:80])[CH2:74][CH2:73]5)=[N:70][CH:71]=4)[CH:64]=3)[NH:59][CH:58]=2)[C:53]([CH3:92])=[N:52]1, predict the reactants needed to synthesize it. The reactants are: Cl.FC1C=C(C=CC=1)CN1C=C(C2C3C(=NC=C(C4C=CC(C5CCNCC5)=CC=4)C=3)N(S(C3C=CC(C)=CC=3)(=O)=O)C=2)C=N1.[F:46][C:47]1[CH:48]=[C:49]([CH:93]=[CH:94][CH:95]=1)[CH2:50][N:51]1[C:55]([CH3:56])=[C:54]([C:57]2[C:65]3[C:60](=[N:61][CH:62]=[C:63]([C:66]4[CH:67]=[CH:68][C:69]([N:72]5[CH2:77][CH2:76][N:75]([CH2:78][C@@H:79]([OH:81])[CH3:80])[CH2:74][CH2:73]5)=[N:70][CH:71]=4)[CH:64]=3)[N:59](S(C3C=CC(C)=CC=3)(=O)=O)[CH:58]=2)[C:53]([CH3:92])=[N:52]1.[OH-].[Li+].